This data is from Full USPTO retrosynthesis dataset with 1.9M reactions from patents (1976-2016). The task is: Predict the reactants needed to synthesize the given product. Given the product [ClH:28].[NH2:4][CH:5]([CH2:16][C:17]1[CH:22]=[C:21]([C:23]([F:25])([F:26])[F:24])[C:20]([NH2:27])=[C:19]([Cl:28])[CH:18]=1)[C:6]([OH:8])=[O:7], predict the reactants needed to synthesize it. The reactants are: C([NH:4][C:5]([CH2:16][C:17]1[CH:22]=[C:21]([C:23]([F:26])([F:25])[F:24])[C:20]([NH2:27])=[C:19]([Cl:28])[CH:18]=1)(C(OCC)=O)[C:6]([O:8]CC)=[O:7])(=O)C.Cl.